This data is from Full USPTO retrosynthesis dataset with 1.9M reactions from patents (1976-2016). The task is: Predict the reactants needed to synthesize the given product. (1) The reactants are: N1C2C(=NC=CC=2)N([O:10][C:11]2[C:12]3[C:19]([CH3:20])=[C:18]([C:21]([O:23][CH3:24])=[O:22])[S:17][C:13]=3[N:14]=[CH:15][N:16]=2)N=1.[N+:25]([C:28]1[CH:29]=[C:30](B(O)O)[CH:31]=[CH:32][CH:33]=1)([O-:27])=[O:26].C([O-])([O-])=O.[Cs+].[Cs+]. Given the product [CH3:20][C:19]1[C:12]2[C:11]([O:10][C:32]3[CH:31]=[CH:30][CH:29]=[C:28]([N+:25]([O-:27])=[O:26])[CH:33]=3)=[N:16][CH:15]=[N:14][C:13]=2[S:17][C:18]=1[C:21]([O:23][CH3:24])=[O:22], predict the reactants needed to synthesize it. (2) Given the product [Cl:1][C:2]1[CH:7]=[C:6]2[C:5]([C:8]([CH3:28])([CH3:29])[CH2:9][C:10]([OH:27])([C:23]([F:24])([F:25])[F:26])[CH:11]2[NH:12][C:13]2[CH:22]=[CH:21][CH:20]=[C:19]3[C:14]=2[CH:15]=[CH:16][NH:17][C:18]3=[O:38])=[C:4]([OH:30])[C:3]=1[F:32], predict the reactants needed to synthesize it. The reactants are: [Cl:1][C:2]1[CH:7]=[CH:6][C:5]([C:8]([CH3:29])([CH3:28])[CH2:9][C:10]([OH:27])([C:23]([F:26])([F:25])[F:24])[CH:11]=[N:12][C:13]2[CH:22]=[CH:21][CH:20]=[C:19]3[C:14]=2[CH:15]=[CH:16][N:17]=[CH:18]3)=[C:4]([O:30]C)[C:3]=1[F:32].B(Br)(Br)Br.C(=O)(O)[O-:38].[Na+].C(OCC)(=O)C. (3) Given the product [CH2:1]([NH:8][C:9]([NH:11][N:12]([CH2:14][C:15]([NH:39][C@@H:40]([CH2:64][C:65]1[CH:70]=[CH:69][C:68]([O:71][C:72]([CH3:75])([CH3:74])[CH3:73])=[CH:67][CH:66]=1)[C:41]([N:43]([C@@H:55]([CH3:63])[CH:56]([O:60][CH2:61][CH3:62])[O:57][CH2:58][CH3:59])[CH2:44][C:45]1[C:54]2[C:49](=[CH:50][CH:51]=[CH:52][CH:53]=2)[CH:48]=[CH:47][CH:46]=1)=[O:42])=[O:17])[CH3:13])=[O:10])[C:2]1[CH:3]=[CH:4][CH:5]=[CH:6][CH:7]=1, predict the reactants needed to synthesize it. The reactants are: [CH2:1]([NH:8][C:9]([NH:11][N:12]([CH2:14][C:15]([OH:17])=O)[CH3:13])=[O:10])[C:2]1[CH:7]=[CH:6][CH:5]=[CH:4][CH:3]=1.OC1C2N=NNC=2C=CC=1.C(N=C=NCCCN(C)C)C.[NH2:39][C@@H:40]([CH2:64][C:65]1[CH:70]=[CH:69][C:68]([O:71][C:72]([CH3:75])([CH3:74])[CH3:73])=[CH:67][CH:66]=1)[C:41]([N:43]([C@@H:55]([CH3:63])[CH:56]([O:60][CH2:61][CH3:62])[O:57][CH2:58][CH3:59])[CH2:44][C:45]1[C:54]2[C:49](=[CH:50][CH:51]=[CH:52][CH:53]=2)[CH:48]=[CH:47][CH:46]=1)=[O:42]. (4) The reactants are: Br[CH:2]([CH2:15][CH3:16])[C:3]([C:5]1[CH:14]=[CH:13][C:8]([C:9]([O:11][CH3:12])=[O:10])=[CH:7][CH:6]=1)=O.[CH3:17][C:18]1[O:22][N:21]=[C:20]([C:23](=[S:25])[NH2:24])[CH:19]=1. Given the product [CH2:15]([C:2]1[S:25][C:23]([C:20]2[CH:19]=[C:18]([CH3:17])[O:22][N:21]=2)=[N:24][C:3]=1[C:5]1[CH:14]=[CH:13][C:8]([C:9]([O:11][CH3:12])=[O:10])=[CH:7][CH:6]=1)[CH3:16], predict the reactants needed to synthesize it. (5) Given the product [N:3]1[CH:4]=[CH:5][CH:6]=[N:7][C:2]=1[S:1][CH2:13][CH2:14][CH2:15][CH2:16][S:1][C:2]1[N:7]=[CH:9][CH:8]=[CH:4][N:3]=1, predict the reactants needed to synthesize it. The reactants are: [SH:1][C:2]1[N:7]=[CH:6][CH:5]=[CH:4][N:3]=1.[CH2:8](O[K])[CH3:9].I[CH2:13][CH2:14][CH2:15][CH2:16]I. (6) Given the product [F:48][C:45]([F:47])([F:46])[C:43]1[CH:42]=[C:20]([CH:19]=[C:18]([C:17]([F:49])([F:50])[F:16])[CH:44]=1)[CH2:21][N:22]([CH2:29][C:30]1[CH:37]=[C:36]([C:38]([F:41])([F:39])[F:40])[CH:35]=[CH:34][C:31]=1[CH:32]([N:10]1[CH2:15][CH2:14][O:13][CH2:12][CH2:11]1)[CH3:4])[C:23]1[N:24]=[N:25][N:26]([CH3:28])[N:27]=1, predict the reactants needed to synthesize it. The reactants are: N1C2C=CC=C[C:4]=2N=N1.[NH:10]1[CH2:15][CH2:14][O:13][CH2:12][CH2:11]1.[F:16][C:17]([F:50])([F:49])[C:18]1[CH:19]=[C:20]([CH:42]=[C:43]([C:45]([F:48])([F:47])[F:46])[CH:44]=1)[CH2:21][N:22]([CH2:29][C:30]1[CH:37]=[C:36]([C:38]([F:41])([F:40])[F:39])[CH:35]=[CH:34][C:31]=1[CH:32]=O)[C:23]1[N:24]=[N:25][N:26]([CH3:28])[N:27]=1.